From a dataset of Forward reaction prediction with 1.9M reactions from USPTO patents (1976-2016). Predict the product of the given reaction. (1) Given the reactants [NH2:1][CH:2]1[CH2:7][CH2:6][N:5]([CH2:8][CH2:9][N:10]2[C:15]3[CH:16]=[C:17]([O:20][CH3:21])[CH:18]=[CH:19][C:14]=3[S:13][CH2:12][C:11]2=[O:22])[CH2:4][CH2:3]1.[O:23]1[C:32]2[CH:31]=[C:30]([CH:33]=O)[N:29]=[CH:28][C:27]=2[O:26][CH2:25][CH2:24]1.C([BH3-])#N.[Na+], predict the reaction product. The product is: [O:23]1[C:32]2[CH:31]=[C:30]([CH2:33][NH:1][CH:2]3[CH2:3][CH2:4][N:5]([CH2:8][CH2:9][N:10]4[C:15]5[CH:16]=[C:17]([O:20][CH3:21])[CH:18]=[CH:19][C:14]=5[S:13][CH2:12][C:11]4=[O:22])[CH2:6][CH2:7]3)[N:29]=[CH:28][C:27]=2[O:26][CH2:25][CH2:24]1. (2) Given the reactants C(P(C(C)(C)C)C(C)(C)C)(C)(C)C.[CH:14]([NH:17][CH:18]([CH3:20])C)(C)C.Br[C:22]1[CH:27]=[C:26]([C:28]#[N:29])[CH:25]=[CH:24][C:23]=1[O:30][C:31](=O)[CH3:32].[C:34]1(C#C)C=[CH:38][CH:37]=[CH:36][CH:35]=1.C(OCC)(=[O:44])C, predict the reaction product. The product is: [CH3:14][NH:17][C:18]([C:20]1[C:22]2[CH:27]=[C:26]([C:28]#[N:29])[CH:25]=[CH:24][C:23]=2[O:30][C:31]=1[C:32]1[CH:38]=[CH:37][CH:36]=[CH:35][CH:34]=1)=[O:44].